Dataset: Cav3 T-type calcium channel HTS with 100,875 compounds. Task: Binary Classification. Given a drug SMILES string, predict its activity (active/inactive) in a high-throughput screening assay against a specified biological target. The molecule is [nH]1c(nc2c1cccc2)c1c(N)cccc1. The result is 0 (inactive).